This data is from Reaction yield outcomes from USPTO patents with 853,638 reactions. The task is: Predict the reaction yield, written as a fraction of the theoretical maximum amount of product (1.0 means a 100% yield; for example, 0.34 means a 34% yield). (1) The product is [C:1]([O:4][CH2:5][CH2:6][C:7]1[C:12]([N+:16]([O-:18])=[O:17])=[CH:11][C:10]2[O:13][CH2:14][O:15][C:9]=2[CH:8]=1)(=[O:3])[CH3:2]. The catalyst is C(O)(=O)C. The yield is 0.880. The reactants are [C:1]([O:4][CH2:5][CH2:6][C:7]1[CH:12]=[CH:11][C:10]2[O:13][CH2:14][O:15][C:9]=2[CH:8]=1)(=[O:3])[CH3:2].[N+:16]([O-])([OH:18])=[O:17].O. (2) The reactants are [CH2:1]([O:8][C:9]([NH:11][C@@H:12]([CH2:16][C:17]1[CH:22]=[CH:21][C:20]([C:23]2[N:28]=[CH:27][C:26]([Br:29])=[CH:25][N:24]=2)=[CH:19][CH:18]=1)[C:13]([OH:15])=O)=[O:10])[C:2]1[CH:7]=[CH:6][CH:5]=[CH:4][CH:3]=1.Cl.[NH2:31][C@H:32]([CH3:40])[C:33]([O:35][C:36]([CH3:39])([CH3:38])[CH3:37])=[O:34].CCN(C(C)C)C(C)C.CN(C(ON1N=NC2C=CC=NC1=2)=[N+](C)C)C.F[P-](F)(F)(F)(F)F. The catalyst is CN(C=O)C. The product is [CH2:1]([O:8][C:9]([NH:11][C@@H:12]([CH2:16][C:17]1[CH:18]=[CH:19][C:20]([C:23]2[N:28]=[CH:27][C:26]([Br:29])=[CH:25][N:24]=2)=[CH:21][CH:22]=1)[C:13]([NH:31][C@@H:32]([C:33]([O:35][C:36]([CH3:39])([CH3:38])[CH3:37])=[O:34])[CH3:40])=[O:15])=[O:10])[C:2]1[CH:7]=[CH:6][CH:5]=[CH:4][CH:3]=1. The yield is 0.890.